This data is from NCI-60 drug combinations with 297,098 pairs across 59 cell lines. The task is: Regression. Given two drug SMILES strings and cell line genomic features, predict the synergy score measuring deviation from expected non-interaction effect. (1) Drug 1: COC1=C2C(=CC3=C1OC=C3)C=CC(=O)O2. Drug 2: CC12CCC3C(C1CCC2OP(=O)(O)O)CCC4=C3C=CC(=C4)OC(=O)N(CCCl)CCCl.[Na+]. Cell line: MALME-3M. Synergy scores: CSS=4.83, Synergy_ZIP=0.547, Synergy_Bliss=1.59, Synergy_Loewe=2.16, Synergy_HSA=-0.0612. (2) Cell line: SNB-75. Synergy scores: CSS=8.38, Synergy_ZIP=-0.560, Synergy_Bliss=5.28, Synergy_Loewe=-6.28, Synergy_HSA=3.19. Drug 1: CS(=O)(=O)C1=CC(=C(C=C1)C(=O)NC2=CC(=C(C=C2)Cl)C3=CC=CC=N3)Cl. Drug 2: C1CCC(C(C1)N)N.C(=O)(C(=O)[O-])[O-].[Pt+4]. (3) Drug 1: C1CC(C1)(C(=O)O)C(=O)O.[NH2-].[NH2-].[Pt+2]. Drug 2: CS(=O)(=O)OCCCCOS(=O)(=O)C. Cell line: K-562. Synergy scores: CSS=-9.54, Synergy_ZIP=5.88, Synergy_Bliss=2.26, Synergy_Loewe=-13.4, Synergy_HSA=-13.6. (4) Drug 1: C1=NC2=C(N1)C(=S)N=C(N2)N. Drug 2: CC1=C(N=C(N=C1N)C(CC(=O)N)NCC(C(=O)N)N)C(=O)NC(C(C2=CN=CN2)OC3C(C(C(C(O3)CO)O)O)OC4C(C(C(C(O4)CO)O)OC(=O)N)O)C(=O)NC(C)C(C(C)C(=O)NC(C(C)O)C(=O)NCCC5=NC(=CS5)C6=NC(=CS6)C(=O)NCCC[S+](C)C)O. Cell line: OVCAR-8. Synergy scores: CSS=29.6, Synergy_ZIP=-4.91, Synergy_Bliss=-2.12, Synergy_Loewe=-0.854, Synergy_HSA=-0.481.